From a dataset of Reaction yield outcomes from USPTO patents with 853,638 reactions. Predict the reaction yield, written as a fraction of the theoretical maximum amount of product (1.0 means a 100% yield; for example, 0.34 means a 34% yield). (1) The catalyst is CN(C)C=O. The yield is 0.760. The product is [CH:18]1([C:16]([NH:15][C:13]2[N:14]=[C:9]3[CH:8]=[CH:7][C:6]([O:5][C:4]4[CH:3]=[C:2]([NH:1][C:27](=[O:28])[C:26]5[CH:30]=[CH:31][CH:32]=[C:33]([C:34]([F:35])([F:36])[F:37])[C:25]=5[F:24])[CH:23]=[CH:22][CH:21]=4)=[N:11][N:10]3[CH:12]=2)=[O:17])[CH2:20][CH2:19]1. The reactants are [NH2:1][C:2]1[CH:3]=[C:4]([CH:21]=[CH:22][CH:23]=1)[O:5][C:6]1[CH:7]=[CH:8][C:9]2[N:10]([CH:12]=[C:13]([NH:15][C:16]([CH:18]3[CH2:20][CH2:19]3)=[O:17])[N:14]=2)[N:11]=1.[F:24][C:25]1[C:33]([C:34]([F:37])([F:36])[F:35])=[CH:32][CH:31]=[CH:30][C:26]=1[C:27](O)=[O:28].ON1C2C=CC=CC=2N=N1.Cl.C(N=C=NCCCN(C)C)C. (2) The reactants are [NH2:1][C:2]1[S:3][C:4]2[CH:10]=[C:9]([OH:11])[CH:8]=[CH:7][C:5]=2[N:6]=1.O[CH2:13][CH2:14][N:15]1[CH2:20][CH2:19][O:18][CH2:17][CH2:16]1.C1(P(C2C=CC=CC=2)C2C=CC=CC=2)C=CC=CC=1.N(C(OCC)=O)=NC(OCC)=O. The catalyst is C1COCC1. The product is [N:15]1([CH2:14][CH2:13][O:11][C:9]2[CH:8]=[CH:7][C:5]3[N:6]=[C:2]([NH2:1])[S:3][C:4]=3[CH:10]=2)[CH2:20][CH2:19][O:18][CH2:17][CH2:16]1. The yield is 0.960. (3) The reactants are [Cl:1][C:2]([Cl:33])([Cl:32])[CH2:3][O:4][C:5]([C@@H:7]1[CH2:12][CH2:11][CH2:10][N:9]([C:13](=[O:31])[C@@H:14]([NH:23][C:24]([O:26]C(C)(C)C)=O)[CH2:15][O:16][CH2:17][C:18]2([CH3:22])[CH2:21][O:20][CH2:19]2)[NH:8]1)=[O:6].FC(F)(F)[C:36]([OH:38])=[O:37].[CH:41](N(CC)C(C)C)(C)C.[CH:50]1[C:62]2[CH:61]([CH2:63]OC(N[C@H](C(O)=O)C(C)C)=O)[C:60]3[C:55](=[CH:56][CH:57]=[CH:58][CH:59]=3)[C:54]=2[CH:53]=[CH:52][CH:51]=1.C[NH3+].F[P-](F)(F)(F)(F)F.N1(OC(N(C)C)=[N+](C)C)C2[N:89]=[CH:90][CH:91]=[CH:92]C=2N=N1.F[P-](F)(F)(F)(F)F. The catalyst is ClCCl.C(OCC)(=O)C. The product is [Cl:33][C:2]([Cl:32])([Cl:1])[CH2:3][O:4][C:5]([C@@H:7]1[CH2:12][CH2:11][CH2:10][N:9]([C:13](=[O:31])[C@@H:14]([NH:23][C:24](=[O:26])[C@@H:90]([NH:89][C:36]([O:38][CH2:63][CH:61]2[C:60]3[CH:59]=[CH:58][CH:57]=[CH:56][C:55]=3[C:54]3[C:62]2=[CH:50][CH:51]=[CH:52][CH:53]=3)=[O:37])[CH:91]([CH3:92])[CH3:41])[CH2:15][O:16][CH2:17][C:18]2([CH3:22])[CH2:21][O:20][CH2:19]2)[NH:8]1)=[O:6]. The yield is 0.820. (4) The reactants are C[O:2][C:3](=[O:34])[CH2:4][CH:5]([C:19]1[CH:24]=[CH:23][C:22]([O:25][CH:26]([F:28])[F:27])=[C:21]([O:29][CH2:30][CH:31]2[CH2:33][CH2:32]2)[CH:20]=1)[N:6]1[CH2:14][C:13]2[C:8](=[C:9]([N+:15]([O-:17])=[O:16])[CH:10]=[CH:11][CH:12]=2)[C:7]1=[O:18].[OH-].[Na+].Cl. The catalyst is CO. The product is [CH:31]1([CH2:30][O:29][C:21]2[CH:20]=[C:19]([CH:5]([N:6]3[CH2:14][C:13]4[C:8](=[C:9]([N+:15]([O-:17])=[O:16])[CH:10]=[CH:11][CH:12]=4)[C:7]3=[O:18])[CH2:4][C:3]([OH:34])=[O:2])[CH:24]=[CH:23][C:22]=2[O:25][CH:26]([F:28])[F:27])[CH2:33][CH2:32]1. The yield is 0.900. (5) The reactants are C(O[CH:4]([CH:26]([C:32](OCC)=[O:33])[C:27]([O:29][CH2:30][CH3:31])=[O:28])[CH:5]([C:11]1[CH:16]=[CH:15][CH:14]=[C:13]([C:17]2[C:22]([CH3:23])=[CH:21][C:20]([CH3:24])=[CH:19][C:18]=2[CH3:25])[N:12]=1)[C:6](=[O:10])[CH2:7][CH2:8][CH3:9])C.C(=O)(O)[O-].[Na+]. The catalyst is C(O)(=O)C. The product is [C:6]([C:5]1[CH:4]=[C:26]([C:27]([O:29][CH2:30][CH3:31])=[O:28])[C:32](=[O:33])[N:12]2[C:11]=1[CH:16]=[CH:15][CH:14]=[C:13]2[C:17]1[C:18]([CH3:25])=[CH:19][C:20]([CH3:24])=[CH:21][C:22]=1[CH3:23])(=[O:10])[CH2:7][CH2:8][CH3:9]. The yield is 0.370. (6) The reactants are [N:1]1[CH:6]=[CH:5][C:4]2[C:7]([O:9][C:10](=[O:11])[C:3]=2[CH:2]=1)=[O:8].[CH3:12][O-:13].[Na+]. The catalyst is C1COCC1.CO. The product is [CH3:12][O:13][C:7]([C:4]1[CH:5]=[CH:6][N:1]=[CH:2][C:3]=1[C:10]([OH:11])=[O:9])=[O:8]. The yield is 0.450. (7) The reactants are [NH2:1][C:2](=[O:47])[CH2:3][C:4]1[CH:46]=[CH:45][CH:44]=[CH:43][C:5]=1[CH2:6][CH2:7][C:8]1[C:13]([C:14]([F:17])([F:16])[F:15])=[CH:12][N:11]=[C:10]([NH:18][C:19]2[CH:24]=[CH:23][C:22]([CH:25]3[CH2:30][CH2:29][N:28](C(OC(C)(C)C)=O)[CH2:27][CH2:26]3)=[CH:21][C:20]=2[O:38][C:39]([F:42])([F:41])[F:40])[N:9]=1.FC(F)(F)C(O)=O. The catalyst is C(Cl)Cl.CCOC(C)=O.CO. The product is [NH3:1].[NH:28]1[CH2:29][CH2:30][CH:25]([C:22]2[CH:23]=[CH:24][C:19]([NH:18][C:10]3[N:9]=[C:8]([CH2:7][CH2:6][C:5]4[CH:43]=[CH:44][CH:45]=[CH:46][C:4]=4[CH2:3][C:2]([NH2:1])=[O:47])[C:13]([C:14]([F:16])([F:17])[F:15])=[CH:12][N:11]=3)=[C:20]([O:38][C:39]([F:41])([F:40])[F:42])[CH:21]=2)[CH2:26][CH2:27]1. The yield is 0.0100.